Dataset: Reaction yield outcomes from USPTO patents with 853,638 reactions. Task: Predict the reaction yield, written as a fraction of the theoretical maximum amount of product (1.0 means a 100% yield; for example, 0.34 means a 34% yield). (1) The reactants are [OH:1][C:2]1[CH:8]=[C:7]([C:9]([F:12])([F:11])[F:10])[CH:6]=[CH:5][C:3]=1[NH2:4].[C:13]1([C:19]2[CH:24]=[CH:23][CH:22]=[CH:21][C:20]=2[N:25]=[C:26]=[O:27])[CH:18]=[CH:17][CH:16]=[CH:15][CH:14]=1. No catalyst specified. The product is [OH:1][C:2]1[CH:8]=[C:7]([C:9]([F:10])([F:11])[F:12])[CH:6]=[CH:5][C:3]=1[NH:4][C:26]([NH:25][C:20]1[CH:21]=[CH:22][CH:23]=[CH:24][C:19]=1[C:13]1[CH:18]=[CH:17][CH:16]=[CH:15][CH:14]=1)=[O:27]. The yield is 0.640. (2) The reactants are [Cl:1][C:2]1[CH:7]=[CH:6][C:5]([CH2:8][CH2:9][C:10]([OH:12])=[O:11])=[CH:4][CH:3]=1.[C:13](Cl)(=O)C. The catalyst is CO. The product is [Cl:1][C:2]1[CH:3]=[CH:4][C:5]([CH2:8][CH2:9][C:10]([O:12][CH3:13])=[O:11])=[CH:6][CH:7]=1. The yield is 1.00. (3) The yield is 0.770. The reactants are [CH2:1]([O:3][C:4]([C:6]1[NH:7][CH:8]=[C:9]([N+:11]([O-:13])=[O:12])[CH:10]=1)=[O:5])[CH3:2].[CH3:14][CH2:15][O-].[Na+].[CH3:18]I.O. The product is [CH2:1]([O:3][C:4]([C:6]1[N:7]([CH2:18][CH2:15][CH3:14])[CH:8]=[C:9]([N+:11]([O-:13])=[O:12])[CH:10]=1)=[O:5])[CH3:2]. The catalyst is CCO.C(Cl)(Cl)Cl.